Dataset: Reaction yield outcomes from USPTO patents with 853,638 reactions. Task: Predict the reaction yield, written as a fraction of the theoretical maximum amount of product (1.0 means a 100% yield; for example, 0.34 means a 34% yield). (1) The reactants are [CH3:1][N:2]([CH2:7][C:8]1[N:12]([CH3:13])[N:11]=[C:10]([N+:14]([O-])=O)[CH:9]=1)[CH:3]1[CH2:6][O:5][CH2:4]1.[NH4+].[Cl-]. The catalyst is C(O)C.O.[Fe]. The product is [CH3:13][N:12]1[C:8]([CH2:7][N:2]([CH3:1])[CH:3]2[CH2:4][O:5][CH2:6]2)=[CH:9][C:10]([NH2:14])=[N:11]1. The yield is 0.830. (2) The reactants are [C:1]([NH:8][C@@H:9]([C:14]([OH:16])=O)[C:10]([CH3:13])([CH3:12])[CH3:11])([O:3][C:4]([CH3:7])([CH3:6])[CH3:5])=[O:2].C1C=CC2N(O)N=NC=2C=1.CCN=C=NCCCN(C)C.[CH3:38][C:39]1[CH:44]=[C:43]([N:45]2[CH2:50][CH2:49][NH:48][CH2:47][CH2:46]2)[CH:42]=[CH:41][N:40]=1. The catalyst is C(Cl)Cl.C(N(CC)CC)C. The product is [C:4]([O:3][C:1](=[O:2])[NH:8][C@@H:9]([C:14]([N:48]1[CH2:49][CH2:50][N:45]([C:43]2[CH:42]=[CH:41][N:40]=[C:39]([CH3:38])[CH:44]=2)[CH2:46][CH2:47]1)=[O:16])[C:10]([CH3:11])([CH3:12])[CH3:13])([CH3:5])([CH3:6])[CH3:7]. The yield is 0.900. (3) The reactants are Cl[C:2]1[C:11]2[C:6](=[CH:7][C:8]([C:12]([O:14][CH3:15])=[O:13])=[CH:9][CH:10]=2)[N:5]=[C:4]([C:16]([F:25])([F:24])[C:17]2[CH:22]=[CH:21][C:20]([F:23])=[CH:19][CH:18]=2)[N:3]=1.[CH3:26][C:27]1[NH:31][N:30]=[C:29]([NH2:32])[CH:28]=1.CCN(C(C)C)C(C)C. The catalyst is CN(C=O)C.O. The product is [F:25][C:16]([F:24])([C:17]1[CH:18]=[CH:19][C:20]([F:23])=[CH:21][CH:22]=1)[C:4]1[N:3]=[C:2]([NH:32][C:29]2[CH:28]=[C:27]([CH3:26])[NH:31][N:30]=2)[C:11]2[C:6](=[CH:7][C:8]([C:12]([O:14][CH3:15])=[O:13])=[CH:9][CH:10]=2)[N:5]=1. The yield is 1.00. (4) The reactants are [CH2:1]([O:3][C:4]([C:6]1[CH2:10][C:9]([O-:11])=[C:8](C(OC)=O)[C:7]=1[CH2:16][CH3:17])=[O:5])[CH3:2].[Na+].[Cl-].[K+].CC(O)=O.C([O-])(O)=O.[Na+]. The catalyst is O.C1(C)C=CC=CC=1. The product is [CH2:16]([C:7]1[CH:6]([C:4]([O:3][CH2:1][CH3:2])=[O:5])[CH2:10][C:9](=[O:11])[CH:8]=1)[CH3:17]. The yield is 0.690. (5) The reactants are [Cl:1][C:2]1[CH:3]=[C:4]([C:9]2[S:10][CH:11]=[C:12]([C:15]([CH3:17])=O)[C:13]=2[OH:14])[CH:5]=[CH:6][C:7]=1[Cl:8].[N:18]1([C:24]([C:26]2[S:30][C:29]([C:31]([NH:33][NH2:34])=[O:32])=[CH:28][CH:27]=2)=[O:25])[CH2:23][CH2:22][O:21][CH2:20][CH2:19]1. The catalyst is C(O)(C)C. The product is [Cl:1][C:2]1[CH:3]=[C:4]([C:9]2[S:10][CH:11]=[C:12]([C:15](=[N:34][NH:33][C:31]([C:29]3[S:30][C:26]([C:24]([N:18]4[CH2:23][CH2:22][O:21][CH2:20][CH2:19]4)=[O:25])=[CH:27][CH:28]=3)=[O:32])[CH3:17])[C:13]=2[OH:14])[CH:5]=[CH:6][C:7]=1[Cl:8]. The yield is 0.860.